From a dataset of Reaction yield outcomes from USPTO patents with 853,638 reactions. Predict the reaction yield, written as a fraction of the theoretical maximum amount of product (1.0 means a 100% yield; for example, 0.34 means a 34% yield). (1) The reactants are Cl[C:2]1[C:7]([Cl:8])=[CH:6][CH:5]=[CH:4][N:3]=1.[C:9]([Mg]Cl)([CH3:12])([CH3:11])[CH3:10].C(OCC)C.[Cl-].[Na+]. The catalyst is C1COCC1.[Cu](I)I. The product is [C:9]([C:2]1[C:7]([Cl:8])=[CH:6][CH:5]=[CH:4][N:3]=1)([CH3:12])([CH3:11])[CH3:10]. The yield is 0.0900. (2) The reactants are Br[C:2]1[N:6]=[CH:5][N:4]([C:7]2[CH:12]=[CH:11][C:10]([O:13][C:14]([F:17])([F:16])[F:15])=[CH:9][CH:8]=2)[N:3]=1.[CH3:18][C:19]1[CH:26]=[C:25](B2OC(C)(C)C(C)(C)O2)[CH:24]=[CH:23][C:20]=1[CH:21]=[O:22].C(=O)(O)[O-].[Na+].O1CCOCC1. The yield is 0.570. The catalyst is C(OCC)(=O)C.C1C=CC([P]([Pd]([P](C2C=CC=CC=2)(C2C=CC=CC=2)C2C=CC=CC=2)([P](C2C=CC=CC=2)(C2C=CC=CC=2)C2C=CC=CC=2)[P](C2C=CC=CC=2)(C2C=CC=CC=2)C2C=CC=CC=2)(C2C=CC=CC=2)C2C=CC=CC=2)=CC=1.O. The product is [CH3:18][C:19]1[CH:26]=[C:25]([C:2]2[N:6]=[CH:5][N:4]([C:7]3[CH:12]=[CH:11][C:10]([O:13][C:14]([F:17])([F:16])[F:15])=[CH:9][CH:8]=3)[N:3]=2)[CH:24]=[CH:23][C:20]=1[CH:21]=[O:22].